This data is from Forward reaction prediction with 1.9M reactions from USPTO patents (1976-2016). The task is: Predict the product of the given reaction. (1) Given the reactants [F:1][C:2]([F:18])([F:17])[C:3]1[CH:8]=[CH:7][C:6]([C:9]2[CH:16]=[CH:15][C:12]([CH:13]=O)=[CH:11][CH:10]=2)=[CH:5][CH:4]=1.FC(F)(F)C1C=CC(B(O)O)=CC=1.BrC1C=CC(C#[N:38])=CC=1, predict the reaction product. The product is: [F:1][C:2]([F:18])([F:17])[C:3]1[CH:8]=[CH:7][C:6]([C:9]2[CH:16]=[CH:15][C:12]([C:13]#[N:38])=[CH:11][CH:10]=2)=[CH:5][CH:4]=1. (2) The product is: [OH:8][CH2:9][CH:10]1[CH2:20][CH2:19][C:13]2([O:17][C:16](=[O:18])[NH:15][CH2:14]2)[CH2:12][CH2:11]1. Given the reactants C([O:8][CH2:9][CH:10]1[CH2:20][CH2:19][C:13]2([O:17][C:16](=[O:18])[NH:15][CH2:14]2)[CH2:12][CH2:11]1)C1C=CC=CC=1, predict the reaction product.